This data is from Experimentally validated miRNA-target interactions with 360,000+ pairs, plus equal number of negative samples. The task is: Binary Classification. Given a miRNA mature sequence and a target amino acid sequence, predict their likelihood of interaction. (1) The protein sequence of the target gene is MPRNSGAGYGCPHGDPSMLDSRETPQESRQDMIVRTTQEKLKTSSLTDRQPLSKESLNHALELSVPEKVNNAQWDAPEEALWTTRADGRVRLRIDPSCPQLPYTVHRMFYEALDKYGDLIALGFKRQDKWEHISYSQYYLLARRAAKGFLKLGLKQAHSVAILGFNSPEWFFSAVGTVFAGGIVTGIYTTSSPEACQYIAYDCCANVIMVDTQKQLEKILKIWKQLPHLKAVVIYKEPPPNKMANVYTMEEFMELGNEVPEEALDAIIDTQQPNQCCVLVYTSGTTGNPKGVMLSQDNIT.... The miRNA is hsa-miR-7111-3p with sequence AUCCUCUCUUCCCUCCUCCCAG. Result: 1 (interaction). (2) The miRNA is hsa-miR-548bb-3p with sequence CAAAAACCAUAGUUACUUUUGC. The protein sequence of the target gene is MADRDSGSEQGGAALGSGGSLGHPGSGSGSGGGGGGGGGGGGSGGGGGGAPGGLQHETQELASKRVDIQNKRFYLDVKQNAKGRFLKIAEVGAGGNKSRLTLSMSVAVEFRDYLGDFIEHYAQLGPSQPPDLAQAQDEPRRALKSEFLVRENRKYYMDLKENQRGRFLRIRQTVNRGPGLGSTQGQTIALPAQGLIEFRDALAKLIDDYGVEEEPAELPEGTSLTVDNKRFFFDVGSNKYGVFMRVSEVKPTYRNSITVPYKVWAKFGHTFCKYSEEMKKIQEKQREKRAACEQLHQQQQ.... Result: 1 (interaction). (3) The miRNA is mmu-miR-467d-3p with sequence AUAUACAUACACACACCUACAC. The protein sequence of the target gene is MELEDGVVYQEEPGGSGAVMSERVSGLAGSIYREFERLIGRYDEEVVKELMPLVVAVLENLDSVFAQDQEHQVELELLRDDNEQLITQYEREKALRKHAEEKFIEFEDSQEQEKKDLQTRVESLESQTRQLELKAKNYADQISRLEEREAELKKEYNALHQRHTEMIHNYMEHLERTKLHQLSGSDQLEATAHSRIRKERPISLGIFPLPAGDGLLTPDTQKGGETPGSEQWKFQELSQPRSHTSLKVSHSPEPPKAVEQEDELSDISQGGSKATTPASTANSDVSAIPPDTPSKEDNEG.... Result: 0 (no interaction). (4) The miRNA is hsa-miR-4641 with sequence UGCCCAUGCCAUACUUUUGCCUCA. The protein sequence of the target gene is MAPRKGSSRVAKTNSLRRRKLASFLKDFDREVEIRIKQIESDRQNLLKEVDNLYNIEILRLPKALREMNWLDYFALGGNKQALEEAATADLDITEINKLTAEAIQTPLKSAKTRKVIQVDEMIVEEEEEEENERKNLQTARVKRCPPSKKRTQSIQGKGKGKRSSRANTVTPAVGRLEVSMVKPTPGLTPRFDSRVFKTPGLRTPAAGERIYNISGNGSPLADSKEIFLTVPVGGGESLRLLASDLQRHSIAQLDPEALGNIKKLSNRLAQICSSIRTHK. Result: 1 (interaction). (5) The miRNA is hsa-miR-548ah-5p with sequence AAAAGUGAUUGCAGUGUUUG. The protein sequence of the target gene is MYTSHEDIGYDLEDDRKAKNKKTLKPHPDIDGGWAWMMVLSSFFVHILIMGSQMALGVLNVEWLEEFHQSRGLTAWVSSLSMGITLIVGPFIGLFINTCGCRQTAIIGGLVNSLGWVLSAYAANVQSLFITFGVAAGLGSGMAYLPAVVMVGRYFQKRRALAQGLSTTGTGFGTFLMTVLLKYLCAEYGWRNAMFIQGALSLNLCVCGALMRPLSPEKLENCPEAEEPCALPAYSTESVKSGGPLGMAEEQDRRPGNEEMVCDLQTQECQGQTHPRKNVCAFRVLKTVSQLTVQVRRGFR.... Result: 0 (no interaction). (6) Result: 0 (no interaction). The miRNA is hsa-miR-6768-5p with sequence CACACAGGAAAAGCGGGGCCCUG. The protein sequence of the target gene is MFGAAGRQPIGAPAAGNSWHFSRTMEELVHDLVSALEESSEQARGGFAETGDHSRSISCPLKRQARKRRGRKRRSYNVHHPWETGHCLSEGSDSSLEEPSKDYRENHNNNKKDHSDSDDQMLVAKRRPSSNLNNNVRGKRPLWHESDFAVDNVGNRTLRRRRKVKRMAVDLPQDISNKRTMTQPPEGCRDQDMDSDRAYQYQEFTKNKVKKRKLKIIRQGPKIQDEGVVLESEETNQTNKDKMECEEQKVSDELMSESDSSSLSSTDAGLFTNDEGRQGDDEQSDWFYEKESGGACGITG.... (7) The miRNA is hsa-miR-5008-5p with sequence UGAGGCCCUUGGGGCACAGUGG. The protein sequence of the target gene is MQGSTRRMGVMTDVHRRFLQLLMTHGVLEEWDVKRLQTHCYKVHDRNATVDKLEDFINNINSVLESLYIEIKRGVTEDDGRPIYALVNLATTSISKMATDFAENELDLFRKALELIIDSETGFASSTNILNLVDQLKGKKMRKKEAEQVLQKFVQNKWLIEKEGEFTLHGRAILEMEQYIRETYPDAVKICNICHSLLIQGQSCETCGIRMHLPCVAKYFQSNAEPRCPHCNDYWPHEIPKVFDPEKERESGVLKSNKKSLRSRQH. Result: 0 (no interaction).